From a dataset of Full USPTO retrosynthesis dataset with 1.9M reactions from patents (1976-2016). Predict the reactants needed to synthesize the given product. (1) Given the product [CH3:24][N:25]([CH2:1][C:3]1[CH:8]=[CH:7][C:6]([C:9]2[C:18]3[CH:17]=[C:16]([C:19]([O:21][CH3:22])=[O:20])[CH:15]=[CH:14][C:13]=3[CH2:12][CH2:11][CH:10]=2)=[CH:5][CH:4]=1)[CH3:26], predict the reactants needed to synthesize it. The reactants are: [CH:1]([C:3]1[CH:8]=[CH:7][C:6]([C:9]2[C:18]3[CH:17]=[C:16]([C:19]([O:21][CH3:22])=[O:20])[CH:15]=[CH:14][C:13]=3[CH2:12][CH2:11][CH:10]=2)=[CH:5][CH:4]=1)=O.Cl.[CH3:24][NH:25][CH3:26].C(O)(=O)C.C(O[BH-](OC(=O)C)OC(=O)C)(=O)C.[Na+]. (2) Given the product [CH3:12][O:13][C:14]([C:16]1([O:19][S:8](=[O:10])(=[O:7])[NH2:9])[CH2:18][CH2:17]1)=[O:15], predict the reactants needed to synthesize it. The reactants are: C1([O:7][S:8](=O)(=[O:10])[NH2:9])C=CC=CC=1.[CH3:12][O:13][C:14]([C:16]1([OH:19])[CH2:18][CH2:17]1)=[O:15]. (3) Given the product [CH2:15]([O:12][CH2:11][CH:8]1[CH2:7][CH2:6][C:5](=[O:1])[CH2:10][CH2:9]1)[CH3:16], predict the reactants needed to synthesize it. The reactants are: [O:1]1[C:5]2([CH2:10][CH2:9][CH:8]([CH2:11][OH:12])[CH2:7][CH2:6]2)OCC1.[H-].[Na+].[CH2:15](I)[CH3:16].Cl. (4) Given the product [F:39][CH:2]1[CH2:6][CH2:5][N:4]([CH:7]2[CH2:11][CH2:10][CH2:9][CH:8]2[NH:12][C:13](=[O:28])[C:14]2[C:19]([S:20][CH3:21])=[CH:18][C:17]([C:22]([F:25])([F:24])[F:23])=[CH:16][C:15]=2[O:26][CH3:27])[CH2:3]1, predict the reactants needed to synthesize it. The reactants are: O[CH:2]1[CH2:6][CH2:5][N:4]([CH:7]2[CH2:11][CH2:10][CH2:9][CH:8]2[NH:12][C:13](=[O:28])[C:14]2[C:19]([S:20][CH3:21])=[CH:18][C:17]([C:22]([F:25])([F:24])[F:23])=[CH:16][C:15]=2[O:26][CH3:27])[CH2:3]1.COCCN(S(F)(F)[F:39])CCOC.